The task is: Predict the reaction yield, written as a fraction of the theoretical maximum amount of product (1.0 means a 100% yield; for example, 0.34 means a 34% yield).. This data is from Reaction yield outcomes from USPTO patents with 853,638 reactions. (1) The reactants are Cl[C:2]1[N:10]=[C:9](Cl)[CH:8]=[CH:7][C:3]=1[C:4]([NH2:6])=[O:5].[O:12]([C:19]1[CH:24]=[CH:23][C:22]([OH:25])=[CH:21][CH:20]=1)[C:13]1[CH:18]=[CH:17][CH:16]=[CH:15][CH:14]=1.[CH:26]12[CH2:39][CH:30]([N:31]1[C:32]([O:34]C(C)(C)C)=[O:33])[CH2:29][NH:28][CH2:27]2.[C:40]([OH:44])(=O)[CH:41]=[CH2:42]. The catalyst is O. The product is [CH:32]([OH:34])=[O:33].[C:40]([N:31]1[CH:26]2[CH2:39][CH:30]1[CH2:29][N:28]([C:9]1[CH:8]=[CH:7][C:3]([C:4]([NH2:6])=[O:5])=[C:2]([O:25][C:22]3[CH:21]=[CH:20][C:19]([O:12][C:13]4[CH:18]=[CH:17][CH:16]=[CH:15][CH:14]=4)=[CH:24][CH:23]=3)[N:10]=1)[CH2:27]2)(=[O:44])[CH:41]=[CH2:42]. The yield is 0.180. (2) The reactants are F[C:2]1[CH:9]=[C:8]([F:10])[CH:7]=[C:6]([F:11])[C:3]=1[C:4]#[N:5].[F:12][C:13]1[CH:18]=[C:17]([I:19])[CH:16]=[CH:15][C:14]=1[NH2:20].CC(C)([O-])C.[K+]. The catalyst is C1COCC1. The product is [F:11][C:6]1[CH:7]=[C:8]([F:10])[CH:9]=[C:2]([NH:20][C:14]2[CH:15]=[CH:16][C:17]([I:19])=[CH:18][C:13]=2[F:12])[C:3]=1[C:4]#[N:5]. The yield is 0.271. (3) The catalyst is C1COCC1.O=[Mn]=O. The product is [Br:1][C:2]1[CH:7]=[CH:6][C:5]([NH:8][C:9]2[C:10]([CH:25]=[O:26])=[CH:11][C:12]3[N:16]([CH2:17][CH2:18][S:19]([CH3:22])(=[O:21])=[O:20])[CH:15]=[N:14][C:13]=3[C:23]=2[F:24])=[C:4]([Cl:27])[CH:3]=1. The yield is 0.820. The reactants are [Br:1][C:2]1[CH:7]=[CH:6][C:5]([NH:8][C:9]2[C:10]([CH2:25][OH:26])=[CH:11][C:12]3[N:16]([CH2:17][CH2:18][S:19]([CH3:22])(=[O:21])=[O:20])[CH:15]=[N:14][C:13]=3[C:23]=2[F:24])=[C:4]([Cl:27])[CH:3]=1.CC(C)=O.